Regression. Given two drug SMILES strings and cell line genomic features, predict the synergy score measuring deviation from expected non-interaction effect. From a dataset of NCI-60 drug combinations with 297,098 pairs across 59 cell lines. (1) Drug 1: CCC(=C(C1=CC=CC=C1)C2=CC=C(C=C2)OCCN(C)C)C3=CC=CC=C3.C(C(=O)O)C(CC(=O)O)(C(=O)O)O. Drug 2: C1=CC=C(C=C1)NC(=O)CCCCCCC(=O)NO. Cell line: NCIH23. Synergy scores: CSS=3.30, Synergy_ZIP=0.231, Synergy_Bliss=6.25, Synergy_Loewe=-5.97, Synergy_HSA=0.949. (2) Drug 1: C1CCC(CC1)NC(=O)N(CCCl)N=O. Drug 2: C1C(C(OC1N2C=NC(=NC2=O)N)CO)O. Cell line: HS 578T. Synergy scores: CSS=24.2, Synergy_ZIP=2.83, Synergy_Bliss=7.92, Synergy_Loewe=5.37, Synergy_HSA=7.45. (3) Drug 1: CN1CCC(CC1)COC2=C(C=C3C(=C2)N=CN=C3NC4=C(C=C(C=C4)Br)F)OC. Drug 2: C1=CC=C(C(=C1)C(C2=CC=C(C=C2)Cl)C(Cl)Cl)Cl. Cell line: SK-MEL-28. Synergy scores: CSS=3.53, Synergy_ZIP=2.20, Synergy_Bliss=8.46, Synergy_Loewe=3.56, Synergy_HSA=4.76. (4) Drug 1: CC1C(C(CC(O1)OC2CC(OC(C2O)C)OC3=CC4=CC5=C(C(=O)C(C(C5)C(C(=O)C(C(C)O)O)OC)OC6CC(C(C(O6)C)O)OC7CC(C(C(O7)C)O)OC8CC(C(C(O8)C)O)(C)O)C(=C4C(=C3C)O)O)O)O. Drug 2: CN(CC1=CN=C2C(=N1)C(=NC(=N2)N)N)C3=CC=C(C=C3)C(=O)NC(CCC(=O)O)C(=O)O. Cell line: OVCAR3. Synergy scores: CSS=40.2, Synergy_ZIP=0.913, Synergy_Bliss=-1.28, Synergy_Loewe=-4.56, Synergy_HSA=-2.10. (5) Drug 1: CN(C)N=NC1=C(NC=N1)C(=O)N. Drug 2: C1=CN(C=N1)CC(O)(P(=O)(O)O)P(=O)(O)O. Cell line: HCT116. Synergy scores: CSS=27.9, Synergy_ZIP=17.1, Synergy_Bliss=19.0, Synergy_Loewe=24.7, Synergy_HSA=21.9. (6) Drug 1: CN1C2=C(C=C(C=C2)N(CCCl)CCCl)N=C1CCCC(=O)O.Cl. Drug 2: CN(CCCl)CCCl.Cl. Cell line: A498. Synergy scores: CSS=16.1, Synergy_ZIP=-3.80, Synergy_Bliss=0.746, Synergy_Loewe=-13.0, Synergy_HSA=-1.29. (7) Drug 1: C1=CC(=CC=C1CCC2=CNC3=C2C(=O)NC(=N3)N)C(=O)NC(CCC(=O)O)C(=O)O. Drug 2: CCCS(=O)(=O)NC1=C(C(=C(C=C1)F)C(=O)C2=CNC3=C2C=C(C=N3)C4=CC=C(C=C4)Cl)F. Cell line: MOLT-4. Synergy scores: CSS=49.5, Synergy_ZIP=0.336, Synergy_Bliss=-2.05, Synergy_Loewe=-28.5, Synergy_HSA=-3.03.